This data is from Forward reaction prediction with 1.9M reactions from USPTO patents (1976-2016). The task is: Predict the product of the given reaction. (1) Given the reactants [C:1]1([NH2:12])[C:6]([F:7])=[C:5]([F:8])[C:4]([F:9])=[C:3]([NH2:10])[C:2]=1[F:11].[ClH:13].Cl.[F:15][C:16]1[CH:17]=[C:18]([N:28]2[CH2:32][CH:31]([CH2:33][NH:34]C(C3C=CC=CC=3)C)[O:30][C:29]2=[O:43])[CH:19]=[CH:20][C:21]=1[N:22]1[CH2:27][CH2:26][O:25][CH2:24][CH2:23]1, predict the reaction product. The product is: [C:1]1([NH2:12])[C:6]([F:7])=[C:5]([F:8])[C:4]([F:9])=[C:3]([NH2:10])[C:2]=1[F:11].[ClH:13].[ClH:13].[F:15][C:16]1[CH:17]=[C:18]([N:28]2[CH2:32][CH:31]([CH2:33][NH2:34])[O:30][C:29]2=[O:43])[CH:19]=[CH:20][C:21]=1[N:22]1[CH2:23][CH2:24][O:25][CH2:26][CH2:27]1. (2) Given the reactants [NH2:1][C:2]1[CH:3]=[CH:4][C:5]([N:10]2[CH2:15][CH2:14][CH:13]([CH:16]([C:23]3[CH:28]=[CH:27][CH:26]=[CH:25][CH:24]=3)[C:17]3[CH:22]=[CH:21][CH:20]=[CH:19][CH:18]=3)[CH2:12][CH2:11]2)=[C:6]([CH:9]=1)[C:7]#[N:8].[O:29]1[CH2:33][CH2:32][CH:31]([C:34](O)=[O:35])[CH2:30]1, predict the reaction product. The product is: [CH:16]([CH:13]1[CH2:12][CH2:11][N:10]([C:5]2[CH:4]=[CH:3][C:2]([NH:1][C:34]([CH:31]3[CH2:32][CH2:33][O:29][CH2:30]3)=[O:35])=[CH:9][C:6]=2[C:7]#[N:8])[CH2:15][CH2:14]1)([C:17]1[CH:18]=[CH:19][CH:20]=[CH:21][CH:22]=1)[C:23]1[CH:24]=[CH:25][CH:26]=[CH:27][CH:28]=1.